This data is from Full USPTO retrosynthesis dataset with 1.9M reactions from patents (1976-2016). The task is: Predict the reactants needed to synthesize the given product. Given the product [C:1]([O:5][C:6]([NH:8][C@@H:9]1[C@H:14]([NH:15][C:16]2[N:21]=[C:20]([C:40]3[S:48][C:43]4=[CH:44][N:45]=[CH:46][CH:47]=[C:42]4[CH:41]=3)[C:19]3[C:23](=[O:33])[N:24]([C:26]([O:28][CH2:62][CH2:57][CH2:58][CH3:59])=[O:27])[CH2:25][C:18]=3[C:17]=2[F:34])[CH2:13][CH2:12][O:11][CH2:10]1)=[O:7])([CH3:3])([CH3:2])[CH3:4], predict the reactants needed to synthesize it. The reactants are: [C:1]([O:5][C:6]([NH:8][C@@H:9]1[C@H:14]([NH:15][C:16]2[N:21]=[C:20](Cl)[C:19]3[C:23](=[O:33])[N:24]([C:26]([O:28]C(C)(C)C)=[O:27])[CH2:25][C:18]=3[C:17]=2[F:34])[CH2:13][CH2:12][O:11][CH2:10]1)=[O:7])([CH3:4])([CH3:3])[CH3:2].C([Sn](CCCC)(CCCC)[C:40]1[S:48][C:43]2=[CH:44][N:45]=[CH:46][CH:47]=[C:42]2[CH:41]=1)CCC.[C:57]1(C)[CH:62]=CC=[CH:59][CH:58]=1.